From a dataset of Forward reaction prediction with 1.9M reactions from USPTO patents (1976-2016). Predict the product of the given reaction. (1) Given the reactants Br[C:2]1[CH:3]=[C:4]([CH:7]=[CH:8][CH:9]=1)[CH2:5][OH:6].[B:10]1([B:10]2[O:14][C:13]([CH3:16])([CH3:15])[C:12]([CH3:18])([CH3:17])[O:11]2)[O:14][C:13]([CH3:16])([CH3:15])[C:12]([CH3:18])([CH3:17])[O:11]1.C([O-])(=O)C.[K+], predict the reaction product. The product is: [CH3:17][C:12]1([CH3:18])[C:13]([CH3:16])([CH3:15])[O:14][B:10]([C:2]2[CH:3]=[C:4]([CH2:5][OH:6])[CH:7]=[CH:8][CH:9]=2)[O:11]1. (2) Given the reactants C([O:4][CH2:5][CH:6]([N:12]1[CH:21]=[CH:20][C:19]2[C:14](=[CH:15][CH:16]=[CH:17][C:18]=2[NH:22][C:23](=[O:32])[CH2:24][CH:25]2[CH2:31][CH2:30][CH2:29][CH2:28][CH2:27][CH2:26]2)[C:13]1=[O:33])[CH2:7][O:8]C(=O)C)(=O)C.C(=O)([O-])[O-].[K+].[K+].CO, predict the reaction product. The product is: [CH:25]1([CH2:24][C:23]([NH:22][C:18]2[CH:17]=[CH:16][CH:15]=[C:14]3[C:19]=2[CH:20]=[CH:21][N:12]([CH:6]([CH2:7][OH:8])[CH2:5][OH:4])[C:13]3=[O:33])=[O:32])[CH2:31][CH2:30][CH2:29][CH2:28][CH2:27][CH2:26]1. (3) Given the reactants [C:1]([OH:4])(=[O:3])[CH3:2].C(C1C=CC(C2C=CC(O)=C(C3NC4C=CC(C(N)=N)=CC=4N=3)C=2)=CC=1)(=N)N.O[NH:34][C:35]([C:37]1[CH:62]=[CH:61][C:40]2[NH:41][C:42]([C:44]3[CH:45]=[C:46]([C:51]4[CH:56]=[CH:55][CH:54]=[C:53]([C:57](=[NH:60])[NH:58]O)[CH:52]=4)[CH:47]=[CH:48][C:49]=3[OH:50])=[N:43][C:39]=2[CH:38]=1)=[NH:36], predict the reaction product. The product is: [C:1]([OH:4])(=[O:3])[CH3:2].[C:57]([C:53]1[CH:52]=[C:51]([C:46]2[CH:47]=[CH:48][C:49]([OH:50])=[C:44]([C:42]3[NH:41][C:40]4[CH:61]=[CH:62][C:37]([C:35]([NH2:36])=[NH:34])=[CH:38][C:39]=4[N:43]=3)[CH:45]=2)[CH:56]=[CH:55][CH:54]=1)(=[NH:58])[NH2:60].